Dataset: Forward reaction prediction with 1.9M reactions from USPTO patents (1976-2016). Task: Predict the product of the given reaction. (1) Given the reactants [I:1]N1C(C)(C)C(=O)N(I)C1=O.[C:12]1([C:18]2[C:19]3[C:24]([CH:25]=[C:26]4[C:31]=2[CH:30]=[CH:29][CH:28]=[CH:27]4)=[CH:23][CH:22]=[CH:21][CH:20]=3)[CH:17]=[CH:16][CH:15]=[CH:14][CH:13]=1, predict the reaction product. The product is: [I:1][C:25]1[C:26]2[C:31]([C:18]([C:12]3[CH:13]=[CH:14][CH:15]=[CH:16][CH:17]=3)=[C:19]3[C:24]=1[CH:23]=[CH:22][CH:21]=[CH:20]3)=[CH:30][CH:29]=[CH:28][CH:27]=2. (2) The product is: [OH:2][N:1]1[C:4]2[C:5](=[CH:6][CH:7]=[CH:8][CH:9]=2)[CH2:10][C:11]1=[O:13]. Given the reactants [N+:1]([C:4]1[CH:9]=[CH:8][CH:7]=[CH:6][C:5]=1[CH2:10][C:11]([OH:13])=O)([O-])=[O:2].CS(C)=O, predict the reaction product. (3) Given the reactants CN([CH:4]=[O:5])C.P(Cl)(Cl)(Cl)=O.[C:11]([C:13]1[NH:17][C:16]([C:18](=[N:20][NH:21][C:22](N)=O)[CH3:19])=[CH:15][CH:14]=1)#[N:12].[OH-].[Na+], predict the reaction product. The product is: [CH:4]([C:19]1[C:18]([C:16]2[NH:17][C:13]([C:11]#[N:12])=[CH:14][CH:15]=2)=[N:20][NH:21][CH:22]=1)=[O:5]. (4) Given the reactants [CH3:1][C@:2]12[C@@:19]3([CH3:20])[C@@H:10]([C@:11]4([CH3:38])[C@@H:16]([CH2:17][CH2:18]3)[C:15]([CH3:22])([CH3:21])[C:14]([C:23]3[CH:37]=[CH:36][C:26]([C:27]([O:29][CH2:30][CH2:31][Si:32]([CH3:35])([CH3:34])[CH3:33])=[O:28])=[CH:25][CH:24]=3)=[CH:13][CH2:12]4)[CH2:9][CH2:8][C@@H:7]1[C@H:6]1[C@H:39]([C:42]([CH3:44])=[CH2:43])[CH2:40][CH2:41][C@:5]1([C:45](=[O:58])[NH:46][CH2:47][CH2:48][C:49](=[O:57])[O:50][CH2:51][CH2:52][Si:53]([CH3:56])([CH3:55])[CH3:54])[CH2:4][CH2:3]2.[H][H], predict the reaction product. The product is: [CH:42]([C@H:39]1[C@@H:6]2[C@@H:7]3[C@@:2]([CH3:1])([CH2:3][CH2:4][C@@:5]2([C:45](=[O:58])[NH:46][CH2:47][CH2:48][C:49](=[O:57])[O:50][CH2:51][CH2:52][Si:53]([CH3:54])([CH3:55])[CH3:56])[CH2:41][CH2:40]1)[C@@:19]1([CH3:20])[C@@H:10]([C@:11]2([CH3:38])[C@@H:16]([CH2:17][CH2:18]1)[C:15]([CH3:21])([CH3:22])[C@@H:14]([C:23]1[CH:37]=[CH:36][C:26]([C:27]([O:29][CH2:30][CH2:31][Si:32]([CH3:33])([CH3:34])[CH3:35])=[O:28])=[CH:25][CH:24]=1)[CH2:13][CH2:12]2)[CH2:9][CH2:8]3)([CH3:44])[CH3:43]. (5) Given the reactants [NH2:1][C:2]1[N:7]=[C:6]([C:8]2[N:12]3[CH:13]=[CH:14][CH:15]=[CH:16][C:11]3=[N:10][CH:9]=2)[CH:5]=[CH:4][N:3]=1.Br[C:18]1[CH:32]=[CH:31][C:21]([C:22]([C:24]2[CH:29]=[CH:28][C:27]([CH3:30])=[CH:26][CH:25]=2)=[O:23])=[CH:20][CH:19]=1, predict the reaction product. The product is: [CH3:30][C:27]1[CH:28]=[CH:29][C:24]([C:22]([C:21]2[CH:31]=[CH:32][C:18]([NH:1][C:2]3[N:7]=[C:6]([C:8]4[N:12]5[CH:13]=[CH:14][CH:15]=[CH:16][C:11]5=[N:10][CH:9]=4)[CH:5]=[CH:4][N:3]=3)=[CH:19][CH:20]=2)=[O:23])=[CH:25][CH:26]=1. (6) Given the reactants [Cl:1][C:2]1[C:7]2[N:8]=[C:9]([CH3:11])[S:10][C:6]=2[CH:5]=[CH:4][C:3]=1[NH2:12].[C:13](Cl)(=[O:22])[C:14]1[CH:19]=[CH:18][CH:17]=[C:16]([O:20][CH3:21])[CH:15]=1.C(N(CC)CC)C, predict the reaction product. The product is: [Cl:1][C:2]1[C:7]2[N:8]=[C:9]([CH3:11])[S:10][C:6]=2[CH:5]=[CH:4][C:3]=1[NH:12][C:13](=[O:22])[C:14]1[CH:19]=[CH:18][CH:17]=[C:16]([O:20][CH3:21])[CH:15]=1. (7) Given the reactants [CH2:1]([C:3]1[N:12]=[C:11]2[N:5]([CH2:6][CH2:7][C:8]3[CH:24]=[CH:23][CH:22]=[CH:21][C:9]=3[CH:10]2[O:13][CH:14]2[CH2:19][CH2:18][N:17]([CH3:20])[CH2:16][CH2:15]2)[CH:4]=1)[CH3:2].[C:25]([OH:30])(=[O:29])[C:26]([OH:28])=[O:27], predict the reaction product. The product is: [C:25]([OH:30])(=[O:29])[C:26]([OH:28])=[O:27].[CH2:1]([C:3]1[N:12]=[C:11]2[N:5]([CH2:6][CH2:7][C:8]3[CH:24]=[CH:23][CH:22]=[CH:21][C:9]=3[CH:10]2[O:13][CH:14]2[CH2:19][CH2:18][N:17]([CH3:20])[CH2:16][CH2:15]2)[CH:4]=1)[CH3:2]. (8) The product is: [CH2:1]([N:3]([CH2:48][C:44]1[CH:45]=[CH:46][CH:47]=[C:42]([CH:39]2[CH2:38][CH2:37][N:36]([CH3:34])[CH2:41][CH2:40]2)[CH:43]=1)[C:4]1[CH:9]=[C:8]([O:10][CH3:11])[CH:7]=[CH:6][C:5]=1[CH:12]1[CH2:21][CH2:20][C:19]2[CH:18]=[C:17]([OH:22])[CH:16]=[CH:15][C:14]=2[CH2:13]1)[CH3:2]. Given the reactants [CH2:1]([NH:3][C:4]1[CH:9]=[C:8]([O:10][CH3:11])[CH:7]=[CH:6][C:5]=1[CH:12]1[CH2:21][CH2:20][C:19]2[CH:18]=[C:17]([O:22]C(=O)C(C)(C)C)[CH:16]=[CH:15][C:14]=2[CH2:13]1)[CH3:2].C(O[C:34]([N:36]1[CH2:41][CH2:40][CH:39]([C:42]2[CH:47]=[CH:46][CH:45]=[C:44]([C:48](O)=O)[CH:43]=2)[CH2:38][CH2:37]1)=O)(C)(C)C, predict the reaction product.